This data is from Full USPTO retrosynthesis dataset with 1.9M reactions from patents (1976-2016). The task is: Predict the reactants needed to synthesize the given product. Given the product [CH2:1]([C:3]1[C:11]2[C:6](=[CH:7][CH:8]=[CH:9][C:10]=2[NH:12][C:13]([C:15]2[N:19]3[CH:20]=[CH:21][C:22]([C:24]([OH:26])=[O:25])=[CH:23][C:18]3=[N:17][CH:16]=2)=[O:14])[N:5]([CH2:29][C:30]2[CH:35]=[CH:34][CH:33]=[C:32]([CH3:36])[N:31]=2)[N:4]=1)[CH3:2], predict the reactants needed to synthesize it. The reactants are: [CH2:1]([C:3]1[C:11]2[C:6](=[CH:7][CH:8]=[CH:9][C:10]=2[NH:12][C:13]([C:15]2[N:19]3[CH:20]=[CH:21][C:22]([C:24]([O:26]CC)=[O:25])=[CH:23][C:18]3=[N:17][CH:16]=2)=[O:14])[N:5]([CH2:29][C:30]2[CH:35]=[CH:34][CH:33]=[C:32]([CH3:36])[N:31]=2)[N:4]=1)[CH3:2].[OH-].[Li+].Cl.[Cl-].[Li+].